Dataset: Forward reaction prediction with 1.9M reactions from USPTO patents (1976-2016). Task: Predict the product of the given reaction. (1) The product is: [CH3:11][O:10][C:8]([C:7]1[CH:6]=[CH:5][C:4]([C:12]2[CH:17]=[CH:16][C:15]([NH2:18])=[CH:14][CH:13]=2)=[CH:3][C:2]=1[Cl:1])=[O:9]. Given the reactants [Cl:1][C:2]1[CH:3]=[C:4]([C:12]2[CH:17]=[CH:16][C:15]([N+:18]([O-])=O)=[CH:14][CH:13]=2)[CH:5]=[CH:6][C:7]=1[C:8]([O:10][CH3:11])=[O:9].Cl, predict the reaction product. (2) The product is: [C:1]([O:5][C:6](=[O:29])[NH:7][CH:8]1[CH2:9][CH2:10][N:11]([CH2:14][CH2:15][N:16]2[C:21]3[CH:22]=[C:23]([C:26]#[N:27])[CH:24]=[CH:25][C:20]=3[O:19][CH2:18][C:17]2=[O:28])[C:12](=[O:31])[CH2:13]1)([CH3:4])([CH3:2])[CH3:3]. Given the reactants [C:1]([O:5][C:6](=[O:29])[NH:7][CH:8]1[CH2:13][CH2:12][N:11]([CH2:14][CH2:15][N:16]2[C:21]3[CH:22]=[C:23]([C:26]#[N:27])[CH:24]=[CH:25][C:20]=3[O:19][CH2:18][C:17]2=[O:28])[CH2:10][CH2:9]1)([CH3:4])([CH3:3])[CH3:2].I([O-])(=O)(=O)=[O:31].[Na+].C(OC(=O)NC1CCN(CCN2C3C=C(OC)C=CC=3OCC2=O)C(=O)C1)(C)(C)C, predict the reaction product.